Dataset: Full USPTO retrosynthesis dataset with 1.9M reactions from patents (1976-2016). Task: Predict the reactants needed to synthesize the given product. Given the product [ClH:1].[NH2:12][CH2:11][CH2:10][CH:9]([NH:8][C:6]([C:5]1[CH:26]=[CH:27][C:2]([Cl:1])=[C:3]([NH:28][C:29]([C:31]2[C:41](=[O:42])[NH:40][C:34]3[N:35]=[C:36]([CH3:39])[N:37]=[CH:38][C:33]=3[CH:32]=2)=[O:30])[CH:4]=1)=[O:7])[C:20]1[CH:21]=[CH:22][CH:23]=[CH:24][CH:25]=1, predict the reactants needed to synthesize it. The reactants are: [Cl:1][C:2]1[CH:27]=[CH:26][C:5]([C:6]([NH:8][CH:9]([C:20]2[CH:25]=[CH:24][CH:23]=[CH:22][CH:21]=2)[CH2:10][CH2:11][NH:12]C(=O)OC(C)(C)C)=[O:7])=[CH:4][C:3]=1[NH:28][C:29]([C:31]1[C:41](=[O:42])[NH:40][C:34]2[N:35]=[C:36]([CH3:39])[N:37]=[CH:38][C:33]=2[CH:32]=1)=[O:30].Cl.